Dataset: Catalyst prediction with 721,799 reactions and 888 catalyst types from USPTO. Task: Predict which catalyst facilitates the given reaction. (1) Product: [NH:8]1[CH2:13][CH2:12][CH:11]([NH:14][CH2:15][C:16]2[CH:17]=[CH:18][C:19]3[O:24][CH2:23][C:22](=[O:25])[NH:21][C:20]=3[CH:26]=2)[CH2:10][CH2:9]1. The catalyst class is: 135. Reactant: C(OC([N:8]1[CH2:13][CH2:12][CH:11]([NH:14][CH2:15][C:16]2[CH:17]=[CH:18][C:19]3[O:24][CH2:23][C:22](=[O:25])[NH:21][C:20]=3[CH:26]=2)[CH2:10][CH2:9]1)=O)(C)(C)C.Cl. (2) Reactant: [H-].[Na+].[Br:3][C:4]1[CH:5]=[CH:6][C:7]([Cl:19])=[C:8]([C:10]([C:12]2[CH:17]=[CH:16][C:15]([OH:18])=[CH:14][CH:13]=2)=[O:11])[CH:9]=1.[C:20]([CH2:24]OS(C(F)(F)F)(=O)=O)([F:23])([F:22])[F:21].[NH4+].[Cl-]. Product: [Br:3][C:4]1[CH:5]=[CH:6][C:7]([Cl:19])=[C:8]([C:10]([C:12]2[CH:17]=[CH:16][C:15]([O:18][CH2:24][C:20]([F:23])([F:22])[F:21])=[CH:14][CH:13]=2)=[O:11])[CH:9]=1. The catalyst class is: 3. (3) Product: [Br:20][C:7]1[C:2]([Cl:1])=[C:3]([C:18]#[N:19])[C:4](=[O:17])[N:5]([C:8]2[C:13]([F:14])=[CH:12][CH:11]=[CH:10][C:9]=2[C:15]#[N:16])[CH:6]=1. Reactant: [Cl:1][C:2]1[CH:7]=[CH:6][N:5]([C:8]2[C:13]([F:14])=[CH:12][CH:11]=[CH:10][C:9]=2[C:15]#[N:16])[C:4](=[O:17])[C:3]=1[C:18]#[N:19].[Br:20]N1C(=O)CCC1=O.O. The catalyst class is: 9. (4) Reactant: CO.[C:3]([O:7][C:8](=[O:38])[CH2:9][C@@:10]1([C:26]([O:28]CC2C=CC(OC)=CC=2)=[O:27])[C@H:14]([CH3:15])[CH2:13][N:12](C(OCC2C=CC=CC=2)=O)[CH2:11]1)([CH3:6])([CH3:5])[CH3:4]. Product: [C:3]([O:7][C:8](=[O:38])[CH2:9][C@@:10]1([C:26]([OH:28])=[O:27])[C@H:14]([CH3:15])[CH2:13][NH:12][CH2:11]1)([CH3:4])([CH3:5])[CH3:6]. The catalyst class is: 386. (5) Reactant: [NH2:1][C:2]1[N:7]2[CH:8]=[C:9]([CH2:11][CH3:12])[N:10]=[C:6]2[C:5]([C:13]([NH:15][CH2:16][CH:17]2[CH2:22][CH2:21][NH:20][CH2:19][CH2:18]2)=[O:14])=[CH:4][C:3]=1[Cl:23].Br[CH2:25][C:26](=[O:31])[C:27]([CH3:30])([CH3:29])[CH3:28].[I-].[Na+].C(N(CC)CC)C. Product: [NH2:1][C:2]1[N:7]2[CH:8]=[C:9]([CH2:11][CH3:12])[N:10]=[C:6]2[C:5]([C:13]([NH:15][CH2:16][CH:17]2[CH2:22][CH2:21][N:20]([CH2:25][C:26](=[O:31])[C:27]([CH3:30])([CH3:29])[CH3:28])[CH2:19][CH2:18]2)=[O:14])=[CH:4][C:3]=1[Cl:23]. The catalyst class is: 9. (6) Reactant: [F:1][C:2]1[C:7]2=[N:8][O:9][C:10]([CH3:11])=[C:6]2[CH:5]=[C:4]([C:12]([O:14]C)=[O:13])[C:3]=1[NH:16][C:17]1[CH:22]=[CH:21][C:20]([I:23])=[CH:19][C:18]=1[F:24].[Li+].[OH-]. Product: [F:1][C:2]1[C:7]2=[N:8][O:9][C:10]([CH3:11])=[C:6]2[CH:5]=[C:4]([C:12]([OH:14])=[O:13])[C:3]=1[NH:16][C:17]1[CH:22]=[CH:21][C:20]([I:23])=[CH:19][C:18]=1[F:24]. The catalyst class is: 20.